From a dataset of Full USPTO retrosynthesis dataset with 1.9M reactions from patents (1976-2016). Predict the reactants needed to synthesize the given product. (1) Given the product [NH2:1][C:2]1[N:7]=[C:6]([CH3:8])[C:5]([CH2:9][C:10]2[CH:15]=[CH:14][C:13]([O:16][CH2:30][CH2:31][CH2:32][OH:33])=[CH:12][CH:11]=2)=[C:4]([NH:17][CH2:18][CH2:19][CH2:20][CH2:21][CH3:22])[N:3]=1, predict the reactants needed to synthesize it. The reactants are: [NH2:1][C:2]1[N:7]=[C:6]([CH3:8])[C:5]([CH2:9][C:10]2[CH:15]=[CH:14][C:13]([OH:16])=[CH:12][CH:11]=2)=[C:4]([NH:17][CH2:18][CH2:19][CH2:20][CH2:21][CH3:22])[N:3]=1.C([O-])([O-])=O.[Cs+].[Cs+].Br[CH2:30][CH2:31][CH2:32][OH:33].[Na+].[I-]. (2) Given the product [CH3:22][N:23]1[CH:27]=[C:26]([C:28]([NH:11][C:10]2[CH:12]=[CH:13][CH:14]=[CH:15][C:9]=2[C:5]2[CH:6]=[CH:7][CH:8]=[C:3]([C:1]#[N:2])[CH:4]=2)=[O:29])[C:25]([C:31]([F:32])([F:33])[F:34])=[N:24]1, predict the reactants needed to synthesize it. The reactants are: [C:1]([C:3]1[CH:4]=[C:5]([C:9]2[CH:15]=[CH:14][CH:13]=[CH:12][C:10]=2[NH2:11])[CH:6]=[CH:7][CH:8]=1)#[N:2].N1C=CC=CC=1.[CH3:22][N:23]1[CH:27]=[C:26]([C:28](Cl)=[O:29])[C:25]([C:31]([F:34])([F:33])[F:32])=[N:24]1.O1CCCC1. (3) Given the product [F:13][C:12]([F:15])([F:14])[O:11][C:7]1[CH:6]=[C:5]([C:3]2[N:21]=[C:20]([NH:19][C:16](=[O:18])[CH3:17])[NH:22][CH:2]=2)[CH:10]=[CH:9][CH:8]=1, predict the reactants needed to synthesize it. The reactants are: Br[CH2:2][C:3]([C:5]1[CH:10]=[CH:9][CH:8]=[C:7]([O:11][C:12]([F:15])([F:14])[F:13])[CH:6]=1)=O.[C:16]([NH:19][C:20]([NH2:22])=[NH:21])(=[O:18])[CH3:17]. (4) Given the product [CH:1]1([S:4]([NH:7][C:8]([C@@:10]2([NH:15][C:16]([C@@H:18]3[CH2:22][C@@H:21]([O:23][C:24]4[C:33]5[C:28](=[CH:29][CH:30]=[CH:31][CH:32]=5)[C:27]([O:34][CH3:35])=[CH:26][N:25]=4)[CH2:20][N:19]3[C:78](=[O:79])[CH:77]([NH:76][C:74](=[O:75])[O:73][C:69]([CH3:72])([CH3:71])[CH3:70])[C@H:81]([CH3:89])[CH2:82][CH:83]([CH3:88])[CH2:84][CH2:85][CH:86]=[CH2:87])=[O:17])[CH2:12][C@H:11]2[CH:13]=[CH2:14])=[O:9])(=[O:6])=[O:5])[CH2:2][CH2:3]1, predict the reactants needed to synthesize it. The reactants are: [CH:1]1([S:4]([NH:7][C:8]([C@@:10]2([NH:15][C:16]([C@@H:18]3[CH2:22][C@@H:21]([O:23][C:24]4[C:33]5[C:28](=[CH:29][CH:30]=[CH:31][CH:32]=5)[C:27]([O:34][CH3:35])=[CH:26][N:25]=4)[CH2:20][NH:19]3)=[O:17])[CH2:12][C@H:11]2[CH:13]=[CH2:14])=[O:9])(=[O:6])=[O:5])[CH2:3][CH2:2]1.CN(C(ON1N=NC2C=CC=NC1=2)=[N+](C)C)C.F[P-](F)(F)(F)(F)F.CCN(C(C)C)C(C)C.[C:69]([O:73][C:74]([NH:76][CH:77]([C@H:81]([CH3:89])[CH2:82][CH:83]([CH3:88])[CH2:84][CH2:85][CH:86]=[CH2:87])[C:78](O)=[O:79])=[O:75])([CH3:72])([CH3:71])[CH3:70]. (5) Given the product [Cl:1][C:2]1[CH:7]=[CH:6][C:5]([NH:8][C:9]([NH:11][C:12]2[CH:17]=[CH:16][CH:15]=[C:14]([C:18]3[CH:23]=[CH:22][CH:21]=[C:20]([N:24]4[CH2:28][CH2:27][CH2:26][CH2:25]4)[N:19]=3)[CH:13]=2)=[O:10])=[C:4]([CH3:30])[CH:3]=1, predict the reactants needed to synthesize it. The reactants are: [Cl:1][C:2]1[CH:7]=[CH:6][C:5]([NH:8][C:9]([NH:11][C:12]2[CH:17]=[CH:16][CH:15]=[C:14]([C:18]3[CH:23]=[CH:22][CH:21]=[C:20]([N:24]4[CH2:28][CH2:27][CH2:26][CH2:25]4)[N:19]=3)[CH:13]=2)=[O:10])=[CH:4][CH:3]=1.Cl[C:30]1C=CC(N)=C(C)C=1.CCN(C(C)C)C(C)C. (6) Given the product [CH3:9][O:8][C:7]1[C:2]([C:32]2[CH:33]=[CH:34][C:29]([N+:26]([O-:28])=[O:27])=[CH:30][CH:31]=2)=[CH:3][C:4]([CH2:10][CH2:11][NH:12][C:13]([C:15]2[C:24]([OH:25])=[CH:23][C:22]3[C:17](=[CH:18][CH:19]=[CH:20][CH:21]=3)[CH:16]=2)=[O:14])=[CH:5][CH:6]=1, predict the reactants needed to synthesize it. The reactants are: Br[C:2]1[CH:3]=[C:4]([CH2:10][CH2:11][NH:12][C:13]([C:15]2[C:24]([OH:25])=[CH:23][C:22]3[C:17](=[CH:18][CH:19]=[CH:20][CH:21]=3)[CH:16]=2)=[O:14])[CH:5]=[CH:6][C:7]=1[O:8][CH3:9].[N+:26]([C:29]1[CH:34]=[CH:33][C:32](B(O)O)=[CH:31][CH:30]=1)([O-:28])=[O:27]. (7) Given the product [O:4]=[C:3]1[N:5]([CH:6]2[CH2:11][CH2:10][N:9]([C:12]([O:14][C:15]([CH3:18])([CH3:17])[CH3:16])=[O:13])[CH2:8][CH2:7]2)[C@@H:19]2[C@H:20]([CH2:21][CH2:22][CH2:23][CH2:24]2)[O:25][CH2:2]1, predict the reactants needed to synthesize it. The reactants are: Cl[CH2:2][C:3]([N:5]([C@H:19]1[CH2:24][CH2:23][CH2:22][CH2:21][C@@H:20]1[OH:25])[CH:6]1[CH2:11][CH2:10][N:9]([C:12]([O:14][C:15]([CH3:18])([CH3:17])[CH3:16])=[O:13])[CH2:8][CH2:7]1)=[O:4].O.